This data is from Full USPTO retrosynthesis dataset with 1.9M reactions from patents (1976-2016). The task is: Predict the reactants needed to synthesize the given product. (1) The reactants are: C(=O)([O-])[O-].[K+].[K+].[C:7]1([C:13](B(O)O)=[CH2:14])[CH:12]=[CH:11][CH:10]=[CH:9][CH:8]=1.[O:18]1[CH2:23][CH2:22][CH2:21][O:20][CH:19]1[C:24]1[CH:29]=[CH:28][C:27]([C:30]2[S:31][C:32]3[C:33]([N:39]=2)=[N:34][C:35](Cl)=[CH:36][CH:37]=3)=[C:26]([F:40])[CH:25]=1.C(Cl)Cl. Given the product [O:20]1[CH2:21][CH2:22][CH2:23][O:18][CH:19]1[C:24]1[CH:29]=[CH:28][C:27]([C:30]2[S:31][C:32]3[C:33]([N:39]=2)=[N:34][C:35]([C:13]([C:7]2[CH:12]=[CH:11][CH:10]=[CH:9][CH:8]=2)=[CH2:14])=[CH:36][CH:37]=3)=[C:26]([F:40])[CH:25]=1, predict the reactants needed to synthesize it. (2) Given the product [CH3:1][O:2][C:3]1[CH:39]=[CH:38][CH:37]=[CH:36][C:4]=1[O:5][CH:6]([CH2:12][CH2:13][CH:14]=[CH:15][C:16]1[CH:21]=[C:20]([O:22][CH3:23])[CH:19]=[CH:18][C:17]=1[O:24][CH2:25][C:26]1[CH:27]=[CH:28][C:29]([C:32]([F:34])([F:35])[F:33])=[CH:30][CH:31]=1)[C:7]([OH:9])=[O:8], predict the reactants needed to synthesize it. The reactants are: [CH3:1][O:2][C:3]1[CH:39]=[CH:38][CH:37]=[CH:36][C:4]=1[O:5][CH:6]([CH2:12][CH2:13][CH:14]=[CH:15][C:16]1[CH:21]=[C:20]([O:22][CH3:23])[CH:19]=[CH:18][C:17]=1[O:24][CH2:25][C:26]1[CH:31]=[CH:30][C:29]([C:32]([F:35])([F:34])[F:33])=[CH:28][CH:27]=1)[C:7]([O:9]CC)=[O:8].[OH-].[Na+]. (3) Given the product [CH2:13]([C:17]1[N:18]=[C:19]([CH3:48])[N:20]([CH2:39][C:40]2[CH:41]=[N:42][C:43]([O:46][CH3:47])=[CH:44][CH:45]=2)[C:21](=[O:38])[C:22]=1[CH2:23][C:24]1[CH:25]=[CH:26][C:27]([C:30]2[CH:35]=[CH:34][CH:33]=[CH:32][C:31]=2[C:36]2[NH:3][C:4](=[O:7])[O:5][N:37]=2)=[CH:28][CH:29]=1)[CH2:14][CH2:15][CH3:16], predict the reactants needed to synthesize it. The reactants are: [Cl-].O[NH3+:3].[C:4](=[O:7])([O-])[OH:5].[Na+].CS(C)=O.[CH2:13]([C:17]1[N:18]=[C:19]([CH3:48])[N:20]([CH2:39][C:40]2[CH:41]=[N:42][C:43]([O:46][CH3:47])=[CH:44][CH:45]=2)[C:21](=[O:38])[C:22]=1[CH2:23][C:24]1[CH:29]=[CH:28][C:27]([C:30]2[C:31]([C:36]#[N:37])=[CH:32][CH:33]=[CH:34][CH:35]=2)=[CH:26][CH:25]=1)[CH2:14][CH2:15][CH3:16]. (4) Given the product [Cl:1][C:2]1[CH:3]=[C:4]([CH:12]([CH2:16][CH:17]2[CH2:21][CH2:20][CH2:19][CH2:18]2)[C:13]([NH:28][C:29]2[CH:34]=[N:33][C:32]([CH2:35][C:36]#[N:37])=[CH:31][N:30]=2)=[O:15])[CH:5]=[CH:6][C:7]=1[S:8]([CH3:11])(=[O:9])=[O:10], predict the reactants needed to synthesize it. The reactants are: [Cl:1][C:2]1[CH:3]=[C:4]([CH:12]([CH2:16][CH:17]2[CH2:21][CH2:20][CH2:19][CH2:18]2)[C:13]([OH:15])=O)[CH:5]=[CH:6][C:7]=1[S:8]([CH3:11])(=[O:10])=[O:9].C(Cl)(=O)C(Cl)=O.[NH2:28][C:29]1[N:30]=[CH:31][C:32]([CH2:35][C:36]#[N:37])=[N:33][CH:34]=1.N1C=CC=CC=1. (5) The reactants are: [CH3:1][C:2]1([CH3:31])[C:8]2[CH:9]=[CH:10][CH:11]=[CH:12][C:7]=2[C:6](OS(C(F)(F)F)(=O)=O)([C:13]2[CH:14]=[N:15][C:16]3[C:21]([CH:22]=2)=[CH:20][CH:19]=[CH:18][CH:17]=3)[NH:5][CH2:4][CH2:3]1. Given the product [CH3:1][C:2]1([CH3:31])[C:8]2[CH:9]=[CH:10][CH:11]=[CH:12][C:7]=2[C:6]([C:13]2[CH:14]=[N:15][C:16]3[C:21]([CH:22]=2)=[CH:20][CH:19]=[CH:18][CH:17]=3)=[N:5][CH2:4][CH2:3]1, predict the reactants needed to synthesize it.